Predict the product of the given reaction. From a dataset of Forward reaction prediction with 1.9M reactions from USPTO patents (1976-2016). Given the reactants [NH:1]1[C:5]2=[N:6][CH:7]=[CH:8][CH:9]=[C:4]2[C:3]([CH2:10][C:11]([O:13][CH3:14])=[O:12])=[N:2]1.[CH2:15]1[CH2:20][O:19][CH:18]=[CH:17][CH2:16]1.C(C1C(=O)C(Cl)=C(Cl)C(=O)C=1C#N)#N, predict the reaction product. The product is: [O:19]1[CH2:20][CH2:15][CH2:16][CH2:17][CH:18]1[N:1]1[C:5]2=[N:6][CH:7]=[CH:8][CH:9]=[C:4]2[C:3]([CH2:10][C:11]([O:13][CH3:14])=[O:12])=[N:2]1.